Regression/Classification. Given a drug SMILES string, predict its absorption, distribution, metabolism, or excretion properties. Task type varies by dataset: regression for continuous measurements (e.g., permeability, clearance, half-life) or binary classification for categorical outcomes (e.g., BBB penetration, CYP inhibition). Dataset: cyp1a2_veith. From a dataset of CYP1A2 inhibition data for predicting drug metabolism from PubChem BioAssay. The molecule is CCC(C)NC(=O)C1CCN(C(=O)c2ccccc2)CC1. The result is 0 (non-inhibitor).